Predict the reactants needed to synthesize the given product. From a dataset of Full USPTO retrosynthesis dataset with 1.9M reactions from patents (1976-2016). (1) Given the product [CH3:17][N:2]([CH3:1])[CH2:3][CH2:4][O:5][C:6]1[CH:11]=[CH:10][C:9]([CH2:12][C:13]([O-:15])=[O:14])=[CH:8][CH:7]=1.[Na+:19], predict the reactants needed to synthesize it. The reactants are: [CH3:1][N:2]([CH3:17])[CH2:3][CH2:4][O:5][C:6]1[CH:11]=[CH:10][C:9]([CH2:12][C:13]([O:15]C)=[O:14])=[CH:8][CH:7]=1.[OH-].[Na+:19]. (2) Given the product [F:25][C:19]1[CH:20]=[C:21]([NH:24][C:57]([C:54]2[C:55](=[O:56])[N:50]([C:47]3[CH:48]=[CH:49][C:44]([F:43])=[CH:45][CH:46]=3)[N:51]=[CH:52][CH:53]=2)=[O:58])[CH:22]=[CH:23][C:18]=1[O:17][C:16]1[CH:15]=[CH:14][N:13]=[C:12]2[N:8]([CH2:7][C:6]3[CH:5]=[CH:4][C:3]([O:2][CH3:1])=[CH:42][CH:41]=3)[N:9]=[C:10]([N:26]3[CH2:30][CH:29]4[CH2:31][N:32]([C:34]([O:36][C:37]([CH3:39])([CH3:38])[CH3:40])=[O:35])[CH2:33][CH:28]4[CH2:27]3)[C:11]=12, predict the reactants needed to synthesize it. The reactants are: [CH3:1][O:2][C:3]1[CH:42]=[CH:41][C:6]([CH2:7][N:8]2[C:12]3=[N:13][CH:14]=[CH:15][C:16]([O:17][C:18]4[CH:23]=[CH:22][C:21]([NH2:24])=[CH:20][C:19]=4[F:25])=[C:11]3[C:10]([N:26]3[CH2:30][CH:29]4[CH2:31][N:32]([C:34]([O:36][C:37]([CH3:40])([CH3:39])[CH3:38])=[O:35])[CH2:33][CH:28]4[CH2:27]3)=[N:9]2)=[CH:5][CH:4]=1.[F:43][C:44]1[CH:49]=[CH:48][C:47]([N:50]2[C:55](=[O:56])[C:54]([C:57](O)=[O:58])=[CH:53][CH:52]=[N:51]2)=[CH:46][CH:45]=1.Cl.C(N=C=NCCCN(C)C)C.N1(O)C2C=CC=CC=2N=N1.C(N(C(C)C)C(C)C)C. (3) Given the product [C:12]12([CH2:22][NH:23][C:24]([C:26]3[C:27]4[CH:28]=[CH:29][C:30]([CH2:36][OH:6])=[N:31][C:32]=4[CH:33]=[CH:34][C:39]=3[Cl:40])=[O:25])[CH2:19][CH:18]3[CH2:20][CH:14]([CH2:15][CH:16]([CH2:17]3)[CH2:21]1)[CH2:13]2, predict the reactants needed to synthesize it. The reactants are: ClC1C=C(C=CC=1)C(OO)=[O:6].[C:12]12([CH2:22][NH:23][C:24]([C:26]3[C:27]4[CH:28]=[C:29](Cl)[C:30]([CH3:36])=[N:31][C:32]=4[CH:33]=[CH:34]C=3)=[O:25])[CH2:21][CH:16]3[CH2:17][CH:18]([CH2:20][CH:14]([CH2:15]3)[CH2:13]1)[CH2:19]2.Cl[CH2:39][Cl:40].